From a dataset of Catalyst prediction with 721,799 reactions and 888 catalyst types from USPTO. Predict which catalyst facilitates the given reaction. (1) Reactant: [O:1]1[CH2:3][CH:2]1[C:4]1[CH:5]=[CH:6][C:7]([N:10]2[CH:14]=[N:13][N:12]=[N:11]2)=[N:8][CH:9]=1.C([O-])=O.[NH4+]. Product: [N:10]1([C:7]2[N:8]=[CH:9][C:4]([CH2:2][CH2:3][OH:1])=[CH:5][CH:6]=2)[CH:14]=[N:13][N:12]=[N:11]1. The catalyst class is: 29. (2) Reactant: [CH3:1][C:2]1[C:10]2[C:5](=[CH:6][N:7]=[CH:8][CH:9]=2)[N:4]([NH2:11])[CH:3]=1.[F:12][C:13]1[CH:14]=[C:15]([C:19]2[N:24]=[C:23]([CH3:25])[C:22]([C:26](O)=[O:27])=[CH:21][N:20]=2)[CH:16]=[CH:17][CH:18]=1.CN(C(ON1N=NC2C=CC=NC1=2)=[N+](C)C)C.F[P-](F)(F)(F)(F)F.CCN(C(C)C)C(C)C. Product: [CH3:1][C:2]1[C:10]2[C:5](=[CH:6][N:7]=[CH:8][CH:9]=2)[N:4]([NH:11][C:26]([C:22]2[C:23]([CH3:25])=[N:24][C:19]([C:15]3[CH:16]=[CH:17][CH:18]=[C:13]([F:12])[CH:14]=3)=[N:20][CH:21]=2)=[O:27])[CH:3]=1. The catalyst class is: 3. (3) The catalyst class is: 10. Reactant: [Br:1][C:2]1[CH:3]=[CH:4][C:5]([SH:10])=[C:6]([CH2:8][OH:9])[CH:7]=1.O.[OH-].[K+].Br[C:15](P(=O)(OCC)OCC)([F:17])[F:16]. Product: [Br:1][C:2]1[CH:3]=[CH:4][C:5]([S:10][CH:15]([F:17])[F:16])=[C:6]([CH2:8][OH:9])[CH:7]=1. (4) Reactant: OC1C=[N:4][C:5]([C:8]2[CH:9]=[C:10]([CH:27]=[CH:28][CH:29]=2)[CH2:11][N:12]2[C:17](=[O:18])[CH:16]=[CH:15][C:14]([C:19]3[CH:20]=[C:21]([CH:24]=[CH:25][CH:26]=3)[C:22]#[N:23])=[N:13]2)=[N:6]C=1.N1C=C[CH:33]=[CH:32][CH:31]=1.Cl[C:37]([O:39][CH:40]([CH3:42])[CH3:41])=[O:38]. Product: [CH:32]([C:37]([O:39][C:40]1[CH:42]=[N:6][C:5]([C:8]2[CH:29]=[CH:28][CH:27]=[C:10]([CH2:11][N:12]3[C:17](=[O:18])[CH:16]=[CH:15][C:14]([C:19]4[CH:26]=[CH:25][CH:24]=[C:21]([C:22]#[N:23])[CH:20]=4)=[N:13]3)[CH:9]=2)=[N:4][CH:41]=1)=[O:38])([CH3:33])[CH3:31]. The catalyst class is: 426. (5) Reactant: [NH:1]1[CH2:6][CH2:5][CH:4]([NH:7][C:8]2[CH:13]=[CH:12][C:11]([CH3:14])=[CH:10][N:9]=2)[CH2:3][CH2:2]1.O=[CH:16][CH2:17][C:18]1([C:24]([O:26][CH2:27][C:28]2[CH:33]=[CH:32][CH:31]=[CH:30][CH:29]=2)=[O:25])[CH2:23][CH2:22][CH2:21][CH2:20][CH2:19]1.C(O[BH-](OC(=O)C)OC(=O)C)(=O)C.C(=O)(O)[O-].[Na+]. Product: [CH3:14][C:11]1[CH:12]=[CH:13][C:8]([NH:7][CH:4]2[CH2:5][CH2:6][N:1]([CH2:16][CH2:17][C:18]3([C:24]([O:26][CH2:27][C:28]4[CH:29]=[CH:30][CH:31]=[CH:32][CH:33]=4)=[O:25])[CH2:23][CH2:22][CH2:21][CH2:20][CH2:19]3)[CH2:2][CH2:3]2)=[N:9][CH:10]=1. The catalyst class is: 506. (6) The catalyst class is: 2. Reactant: CC([N:5]([C:9]1[CH:14]=[CH:13][C:12]([C:15]2[S:16][CH:17]=[CH:18][CH:19]=2)=[CH:11][C:10]=1[NH:20][C:21]([C:23]1[CH:28]=[CH:27][C:26]([CH2:29][N:30]2[CH2:35][CH2:34][Si:33]([CH3:37])([CH3:36])[CH2:32][CH2:31]2)=[CH:25][CH:24]=1)=[O:22])C(=O)[O-])(C)C.C(O)(C(F)(F)F)=O. Product: [NH2:5][C:9]1[CH:14]=[CH:13][C:12]([C:15]2[S:16][CH:17]=[CH:18][CH:19]=2)=[CH:11][C:10]=1[NH:20][C:21](=[O:22])[C:23]1[CH:24]=[CH:25][C:26]([CH2:29][N:30]2[CH2:35][CH2:34][Si:33]([CH3:36])([CH3:37])[CH2:32][CH2:31]2)=[CH:27][CH:28]=1. (7) Reactant: [CH2:1]([N:3]([CH2:18][CH3:19])[CH2:4][CH:5]([OH:17])[CH2:6][O:7][C:8]1[CH:13]=[CH:12][C:11]([N+:14]([O-])=O)=[CH:10][CH:9]=1)[CH3:2].O.NN. Product: [NH2:14][C:11]1[CH:10]=[CH:9][C:8]([O:7][CH2:6][CH:5]([OH:17])[CH2:4][N:3]([CH2:1][CH3:2])[CH2:18][CH3:19])=[CH:13][CH:12]=1. The catalyst class is: 171. (8) Reactant: [F:1][C:2]1[CH:10]=[C:9]2[C:5]([C:6]([C:11]3[CH:12]=[CH:13][C:14]4[N:18]=[C:17]([CH:19]5[CH2:24][CH2:23][N:22](C(OC(C)(C)C)=O)[CH2:21][CH2:20]5)[NH:16][C:15]=4[CH:32]=3)=[CH:7][NH:8]2)=[CH:4][CH:3]=1.Cl. Product: [F:1][C:2]1[CH:10]=[C:9]2[C:5]([C:6]([C:11]3[CH:12]=[CH:13][C:14]4[N:18]=[C:17]([CH:19]5[CH2:20][CH2:21][NH:22][CH2:23][CH2:24]5)[NH:16][C:15]=4[CH:32]=3)=[CH:7][NH:8]2)=[CH:4][CH:3]=1. The catalyst class is: 1. (9) Product: [C:1]([O:5][C:6](=[O:24])[CH:7]([CH3:27])[C:8](=[O:23])[CH2:9][CH2:10][C:11]1[CH:12]=[CH:13][C:14]([C:17]2[CH:18]=[CH:19][CH:20]=[CH:21][CH:22]=2)=[CH:15][CH:16]=1)([CH3:4])([CH3:2])[CH3:3]. Reactant: [C:1]([O:5][C:6](=[O:24])[CH2:7][C:8](=[O:23])[CH2:9][CH2:10][C:11]1[CH:16]=[CH:15][C:14]([C:17]2[CH:22]=[CH:21][CH:20]=[CH:19][CH:18]=2)=[CH:13][CH:12]=1)([CH3:4])([CH3:3])[CH3:2].[H-].[Na+].[CH3:27]I.Cl. The catalyst class is: 9. (10) Reactant: [Br:1][C:2]1[CH:3]=[C:4]2[C:9](=[CH:10][CH:11]=1)[N:8]=[CH:7][C:6]([NH2:12])=[C:5]2[NH:13][C:14]1[CH:19]=[CH:18][C:17]([O:20][CH3:21])=[CH:16][C:15]=1[O:22][CH3:23].C[S-](C)[C:26]([S-])=[N:27][C:28]#[N:29].C(=O)([O-])[O-].[Cs+].[Cs+]. Product: [Br:1][C:2]1[CH:11]=[CH:10][C:9]2[N:8]=[CH:7][C:6]3[NH:12][C:26](=[N:27][C:28]#[N:29])[N:13]([C:14]4[CH:19]=[CH:18][C:17]([O:20][CH3:21])=[CH:16][C:15]=4[O:22][CH3:23])[C:5]=3[C:4]=2[CH:3]=1. The catalyst class is: 3.